This data is from Catalyst prediction with 721,799 reactions and 888 catalyst types from USPTO. The task is: Predict which catalyst facilitates the given reaction. (1) Reactant: C([BH3-])#N.[Na+].[CH:5](=O)[CH2:6][CH2:7][CH2:8][CH2:9][CH2:10][CH2:11][CH3:12].[NH2:14][C:15]1[CH:20]=[CH:19][C:18]([C:21]2[CH:26]=[CH:25][C:24]([NH:27][C:28]([C:30]3[CH:35]=[C:34]([N+:36]([O-:38])=[O:37])[CH:33]=[CH:32][C:31]=3[Cl:39])=[O:29])=[CH:23][CH:22]=2)=[CH:17][CH:16]=1. Product: [CH2:5]([NH:14][C:15]1[CH:16]=[CH:17][C:18]([C:21]2[CH:22]=[CH:23][C:24]([NH:27][C:28]([C:30]3[CH:35]=[C:34]([N+:36]([O-:38])=[O:37])[CH:33]=[CH:32][C:31]=3[Cl:39])=[O:29])=[CH:25][CH:26]=2)=[CH:19][CH:20]=1)[CH2:6][CH2:7][CH2:8][CH2:9][CH2:10][CH2:11][CH3:12]. The catalyst class is: 5. (2) Reactant: C([O:3][C:4]([C:6]([C:9]1([OH:20])[CH2:12][N:11]([C:13]([O:15][C:16]([CH3:19])([CH3:18])[CH3:17])=[O:14])[CH2:10]1)([CH3:8])[CH3:7])=O)C.CC(C[AlH]CC(C)C)C.[NH4+].[Cl-].C(OCC)(=O)C. Product: [OH:20][C:9]1([C:6]([CH3:8])([CH3:7])[CH2:4][OH:3])[CH2:12][N:11]([C:13]([O:15][C:16]([CH3:17])([CH3:18])[CH3:19])=[O:14])[CH2:10]1. The catalyst class is: 2. (3) Reactant: C([O:3][C:4]([C:6]1([C:19](OCC)=[O:20])[CH2:11][CH2:10][C:9]([C:12]2[CH:17]=[CH:16][C:15]([Cl:18])=[CH:14][CH:13]=2)=[CH:8][CH2:7]1)=O)C. Product: [Cl:18][C:15]1[CH:14]=[CH:13][C:12]([C:9]2[CH2:10][CH2:11][C:6]([CH2:4][OH:3])([CH2:19][OH:20])[CH2:7][CH:8]=2)=[CH:17][CH:16]=1. The catalyst class is: 7. (4) Reactant: [F:1][C:2]1[CH:3]=[C:4]([CH2:8][CH2:9][NH:10][C:11]2[S:12][CH2:13][C:14](=[O:16])[N:15]=2)[CH:5]=[CH:6][CH:7]=1.C(O[Na])(C)=O.[CH:22]([O:25][C:26]1[CH:27]=[CH:28][N:29]=[C:30]2[C:35]=1[N:34]=[C:33]([CH:36]=O)[CH:32]=[CH:31]2)([CH3:24])[CH3:23]. Product: [F:1][C:2]1[CH:3]=[C:4]([CH2:8][CH2:9][NH:10][C:11]2[S:12][C:13](=[CH:36][C:33]3[CH:32]=[CH:31][C:30]4[C:35](=[C:26]([O:25][CH:22]([CH3:24])[CH3:23])[CH:27]=[CH:28][N:29]=4)[N:34]=3)[C:14](=[O:16])[N:15]=2)[CH:5]=[CH:6][CH:7]=1. The catalyst class is: 52. (5) Reactant: [Cl:1][C:2]1[CH:3]=[CH:4][C:5]([C:28]#[N:29])=[C:6]([C:8]2[C:13]([O:14][CH3:15])=[CH:12][N:11]([CH:16]([CH2:20][C:21]3([CH2:25][CH3:26])[CH2:24][O:23][CH2:22]3)[C:17]([OH:19])=O)[C:10](=[O:27])[CH:9]=2)[CH:7]=1.[NH2:30][C:31]1[CH:36]=[CH:35][C:34]([C:37]2[NH:41][C:40](=[O:42])[O:39][N:38]=2)=[CH:33][CH:32]=1.CC(C)N=C=NC(C)C. Product: [Cl:1][C:2]1[CH:3]=[CH:4][C:5]([C:28]#[N:29])=[C:6]([C:8]2[C:13]([O:14][CH3:15])=[CH:12][N:11]([CH:16]([CH2:20][C:21]3([CH2:25][CH3:26])[CH2:22][O:23][CH2:24]3)[C:17]([NH:30][C:31]3[CH:32]=[CH:33][C:34]([C:37]4[NH:41][C:40](=[O:42])[O:39][N:38]=4)=[CH:35][CH:36]=3)=[O:19])[C:10](=[O:27])[CH:9]=2)[CH:7]=1. The catalyst class is: 9. (6) The catalyst class is: 17. Reactant: [Cl:1][C:2]1[CH:3]=[N+:4]([O-:39])[CH:5]=[C:6]([Cl:38])[C:7]=1[CH2:8][C@H:9]([O:20][C:21](=[O:37])[CH2:22][C:23]1[S:24][C:25]([CH2:28][O:29][Si](C(C)(C)C)(C)C)=[CH:26][CH:27]=1)[C:10]1[CH:15]=[CH:14][C:13]([O:16][CH3:17])=[C:12]([O:18][CH3:19])[CH:11]=1. Product: [Cl:38][C:6]1[CH:5]=[N+:4]([O-:39])[CH:3]=[C:2]([Cl:1])[C:7]=1[CH2:8][C@H:9]([O:20][C:21](=[O:37])[CH2:22][C:23]1[S:24][C:25]([CH2:28][OH:29])=[CH:26][CH:27]=1)[C:10]1[CH:15]=[CH:14][C:13]([O:16][CH3:17])=[C:12]([O:18][CH3:19])[CH:11]=1. (7) Reactant: [CH2:1]([N:8]1[CH2:13][CH2:12][N:11]2[CH2:14][C@H:15]([OH:17])[CH2:16][C@H:10]2[CH2:9]1)[C:2]1[CH:7]=[CH:6][CH:5]=[CH:4][CH:3]=1.CC(C)([O-])C.[K+].O1CCCC1.F[C:30]1[CH:31]=[CH:32][C:33]([C:36]([F:39])([F:38])[F:37])=[N:34][CH:35]=1. Product: [CH2:1]([N:8]1[CH2:13][CH2:12][N:11]2[CH2:14][C@H:15]([O:17][C:30]3[CH:35]=[N:34][C:33]([C:36]([F:39])([F:38])[F:37])=[CH:32][CH:31]=3)[CH2:16][C@H:10]2[CH2:9]1)[C:2]1[CH:3]=[CH:4][CH:5]=[CH:6][CH:7]=1. The catalyst class is: 16.